This data is from Forward reaction prediction with 1.9M reactions from USPTO patents (1976-2016). The task is: Predict the product of the given reaction. (1) Given the reactants [F:1][C:2]1[CH:7]=[CH:6][CH:5]=[CH:4][C:3]=1[F:8].[Cl-].[Al+3].[Cl-].[Cl-].Cl[CH:14]([O:16]C)Cl.Cl, predict the reaction product. The product is: [F:1][C:2]1[CH:7]=[C:6]([CH:5]=[CH:4][C:3]=1[F:8])[CH:14]=[O:16]. (2) Given the reactants [Br:1][C:2]1[CH:3]=[C:4]([CH:11]=[CH:12][CH:13]=1)[CH2:5][C@@H:6]([C:8]([OH:10])=[O:9])[NH2:7].S(Cl)([Cl:16])=O.[CH3:18]O, predict the reaction product. The product is: [ClH:16].[Br:1][C:2]1[CH:3]=[C:4]([CH:11]=[CH:12][CH:13]=1)[CH2:5][C@@H:6]([C:8]([O:10][CH3:18])=[O:9])[NH2:7]. (3) Given the reactants [CH3:1][O:2][C:3](=[O:30])[C@H:4]([N:8]([CH2:27][CH:28]=[CH2:29])[S:9]([C:12]1[CH:17]=[CH:16][C:15]([O:18][CH2:19][C:20]2[CH:25]=[CH:24][C:23]([F:26])=[CH:22][CH:21]=2)=[CH:14][CH:13]=1)(=O)=O)[C@@H:5]([OH:7])[CH3:6].C(=O)([O-])[O-].[K+].[K+].[I:37]I, predict the reaction product. The product is: [CH3:1][O:2][C:3]([C@H:4]1[C@H:5]([CH3:6])[O:7][C@@H:28]([CH2:29][I:37])[CH2:27][N:8]1[S:9][C:12]1[CH:17]=[CH:16][C:15]([O:18][CH2:19][C:20]2[CH:25]=[CH:24][C:23]([F:26])=[CH:22][CH:21]=2)=[CH:14][CH:13]=1)=[O:30]. (4) Given the reactants [CH3:1][C@@H:2]1[C:17]2[C:5](=[CH:6][C:7]3[CH2:8][C@H:9]4[N:14]([C:15]=3[N:16]=2)[C@H:13]([CH3:18])[CH2:12][NH:11][CH2:10]4)[CH2:4][O:3]1.[P:19](=[O:23])([OH:22])([OH:21])[OH:20], predict the reaction product. The product is: [P:19]([OH:23])([OH:22])([OH:21])=[O:20].[CH3:1][C@@H:2]1[C:17]2[C:5](=[CH:6][C:7]3[CH2:8][C@H:9]4[N:14]([C:15]=3[N:16]=2)[C@H:13]([CH3:18])[CH2:12][NH:11][CH2:10]4)[CH2:4][O:3]1. (5) The product is: [Br:1][C:2]1[C:10]2[C:5](=[C:6]([Cl:15])[N:7]=[CH:8][CH:9]=2)[S:4][C:3]=1[CH3:12]. Given the reactants [Br:1][C:2]1[C:10]2[C:5](=[CH:6][N+:7]([O-])=[CH:8][CH:9]=2)[S:4][C:3]=1[CH3:12].P(Cl)(Cl)([Cl:15])=O, predict the reaction product. (6) Given the reactants [CH3:1][C:2]1[CH:3]=[C:4]([OH:15])[C:5]([C:9]2[CH:14]=[CH:13][CH:12]=[CH:11][CH:10]=2)=[N:6][C:7]=1[CH3:8].[CH2:16]([O:23][C:24]1[CH:33]=[C:32]2[C:27]([C:28](Cl)=[CH:29][CH:30]=[N:31]2)=[CH:26][C:25]=1[O:35][CH3:36])[C:17]1[CH:22]=[CH:21][CH:20]=[CH:19][CH:18]=1.O, predict the reaction product. The product is: [CH2:16]([O:23][C:24]1[CH:33]=[C:32]2[C:27]([C:28]([O:15][C:4]3[C:5]([C:9]4[CH:10]=[CH:11][CH:12]=[CH:13][CH:14]=4)=[N:6][C:7]([CH3:8])=[C:2]([CH3:1])[CH:3]=3)=[CH:29][CH:30]=[N:31]2)=[CH:26][C:25]=1[O:35][CH3:36])[C:17]1[CH:18]=[CH:19][CH:20]=[CH:21][CH:22]=1.